Dataset: Full USPTO retrosynthesis dataset with 1.9M reactions from patents (1976-2016). Task: Predict the reactants needed to synthesize the given product. (1) The reactants are: [C:1]([N:4]1[C:12]2[C:7](=[CH:8][CH:9]=[CH:10][CH:11]=2)[CH2:6][C@H:5]1[CH2:13][O:14][C:15]1[CH:16]=[C:17]2[C:21](=[CH:22][CH:23]=1)[N:20]([CH2:24][C:25]1[CH:30]=[CH:29][C:28]([C:31]3[N:32]=[N:33][C:34]([O:37][CH3:38])=[CH:35][CH:36]=3)=[CH:27][CH:26]=1)[C:19]([CH2:39][C:40]([CH3:45])([CH3:44])[C:41]([OH:43])=[O:42])=[C:18]2[S:46][C:47]([CH3:50])([CH3:49])[CH3:48])(=[O:3])[CH3:2].[N+:51]([O-:61])([O:53][CH2:54][CH2:55][CH2:56][CH2:57][CH2:58][CH2:59]Br)=[O:52]. Given the product [N+:51]([O:53][CH2:54][CH2:55][CH2:56][CH2:57][CH2:58][CH2:59][O:42][C:41](=[O:43])[C:40]([CH3:44])([CH3:45])[CH2:39][C:19]1[N:20]([CH2:24][C:25]2[CH:30]=[CH:29][C:28]([C:31]3[N:32]=[N:33][C:34]([O:37][CH3:38])=[CH:35][CH:36]=3)=[CH:27][CH:26]=2)[C:21]2[C:17]([C:18]=1[S:46][C:47]([CH3:50])([CH3:49])[CH3:48])=[CH:16][C:15]([O:14][CH2:13][C@@H:5]1[CH2:6][C:7]3[C:12](=[CH:11][CH:10]=[CH:9][CH:8]=3)[N:4]1[C:1](=[O:3])[CH3:2])=[CH:23][CH:22]=2)([O-:61])=[O:52], predict the reactants needed to synthesize it. (2) Given the product [Cl:29][C:13]1[N:12]([C:15]2[CH:20]=[CH:19][CH:18]=[CH:17][CH:16]=2)[N:11]=[C:10]([CH3:21])[C:9]=1[C:1]([C:2]1[CH:7]=[CH:6][CH:5]=[CH:4][CH:3]=1)=[O:8], predict the reactants needed to synthesize it. The reactants are: [C:1]([CH:9]1[C:13](=O)[N:12]([C:15]2[CH:20]=[CH:19][CH:18]=[CH:17][CH:16]=2)[N:11]=[C:10]1[CH3:21])(=[O:8])[C:2]1[CH:7]=[CH:6][CH:5]=[CH:4][CH:3]=1.C(=O)([O-])O.[Na+].P(Cl)(Cl)([Cl:29])=O.